From a dataset of Full USPTO retrosynthesis dataset with 1.9M reactions from patents (1976-2016). Predict the reactants needed to synthesize the given product. (1) Given the product [C:22]1([C:2]2[CH:7]=[CH:6][CH:5]=[CH:4][C:3]=2[CH:8]([CH2:13][CH2:14][CH3:15])[C:9]([O:11][CH3:12])=[O:10])[CH:27]=[CH:26][CH:25]=[CH:24][CH:23]=1, predict the reactants needed to synthesize it. The reactants are: Br[C:2]1[CH:7]=[CH:6][CH:5]=[CH:4][C:3]=1[CH:8]([CH2:13][CH2:14][CH3:15])[C:9]([O:11][CH3:12])=[O:10].C(=O)([O-])[O-].[Na+].[Na+].[C:22]1(B(O)O)[CH:27]=[CH:26][CH:25]=[CH:24][CH:23]=1.C(O)C. (2) Given the product [C:17]([O:16][C:14]([N:1]1[C:9]2[C:4](=[N:5][C:6]([C:10]([OH:12])=[O:11])=[CH:7][CH:8]=2)[CH2:3][CH2:2]1)=[O:15])([CH3:20])([CH3:18])[CH3:19], predict the reactants needed to synthesize it. The reactants are: [N:1]1([C:14]([O:16][C:17]([CH3:20])([CH3:19])[CH3:18])=[O:15])[C:9]2[C:4](=[N:5][C:6]([C:10]([O:12]C)=[O:11])=[CH:7][CH:8]=2)[CH2:3][CH2:2]1.O1CCCC1.O.[OH-].[Li+].Cl. (3) Given the product [Br:1][C:2]1[CH:3]=[C:4]2[C:10]([Cl:11])=[N:9][NH:8][C:5]2=[N:6][CH:7]=1, predict the reactants needed to synthesize it. The reactants are: [Br:1][C:2]1[CH:3]=[C:4]2[CH:10]=[N:9][NH:8][C:5]2=[N:6][CH:7]=1.[Cl:11]N1C(=O)CCC1=O. (4) Given the product [I-:26].[OH:24][C:5]1[CH:4]=[CH:3][C:2]([CH3:1])=[CH:7][C:6]=1[C@@H:8]([C:18]1[CH:19]=[CH:20][CH:21]=[CH:22][CH:23]=1)[CH2:9][CH2:10][N+:11]([CH:12]([CH3:13])[CH3:14])([CH:15]([CH3:17])[CH3:16])[CH3:27], predict the reactants needed to synthesize it. The reactants are: [CH3:1][C:2]1[CH:3]=[CH:4][C:5]([OH:24])=[C:6]([C@@H:8]([C:18]2[CH:19]=[CH:20][CH:21]=[CH:22][CH:23]=2)[CH2:9][CH2:10][N:11]([CH:15]([CH3:17])[CH3:16])[CH:12]([CH3:14])[CH3:13])[CH:7]=1.C[I:26].[C:27](#N)C. (5) Given the product [S:21]1[CH:25]=[CH:24][CH:23]=[C:22]1[S:26]([NH:1][C:2]1[CH:3]=[C:4]([O:16][C:17]([F:20])([F:18])[F:19])[CH:5]=[C:6]2[C:10]=1[NH:9][C:8]([C:11]([O:13][CH2:14][CH3:15])=[O:12])=[CH:7]2)(=[O:28])=[O:27], predict the reactants needed to synthesize it. The reactants are: [NH2:1][C:2]1[CH:3]=[C:4]([O:16][C:17]([F:20])([F:19])[F:18])[CH:5]=[C:6]2[C:10]=1[NH:9][C:8]([C:11]([O:13][CH2:14][CH3:15])=[O:12])=[CH:7]2.[S:21]1[CH:25]=[CH:24][CH:23]=[C:22]1[S:26](Cl)(=[O:28])=[O:27]. (6) Given the product [CH2:9]([O:5][CH:4]([C:1]1([CH:6]=[O:7])[CH2:3][CH2:2]1)[O:21][CH2:22][CH3:23])[CH3:10], predict the reactants needed to synthesize it. The reactants are: [C:1]1([CH:6]=[O:7])([CH:4]=[O:5])[CH2:3][CH2:2]1.O.[C:9]1(C)C=CC(S(O)(=O)=O)=C[CH:10]=1.C([O-])([O-])[O:21][CH2:22][CH3:23].O.